From a dataset of NCI-60 drug combinations with 297,098 pairs across 59 cell lines. Regression. Given two drug SMILES strings and cell line genomic features, predict the synergy score measuring deviation from expected non-interaction effect. Drug 1: CCC1(CC2CC(C3=C(CCN(C2)C1)C4=CC=CC=C4N3)(C5=C(C=C6C(=C5)C78CCN9C7C(C=CC9)(C(C(C8N6C=O)(C(=O)OC)O)OC(=O)C)CC)OC)C(=O)OC)O.OS(=O)(=O)O. Drug 2: C1=NNC2=C1C(=O)NC=N2. Cell line: A498. Synergy scores: CSS=-0.747, Synergy_ZIP=-0.346, Synergy_Bliss=-1.94, Synergy_Loewe=1.52, Synergy_HSA=-2.37.